This data is from Full USPTO retrosynthesis dataset with 1.9M reactions from patents (1976-2016). The task is: Predict the reactants needed to synthesize the given product. (1) The reactants are: C(C[N:10]1[CH:14]=[C:13](C2C=CC=CC=2)[N:12]=[CH:11]1)(=O)C1C=CC=CC=1. Given the product [NH:12]1[C:13]2[N:10]=[CH:14][CH:13]=[N:12][C:14]=2[NH:10][CH2:11]1, predict the reactants needed to synthesize it. (2) Given the product [Cl:1][C:2]1[CH:3]=[C:4]([N:9]2[CH2:20][CH2:21][C:22]3[C:27](=[CH:26][CH:25]=[C:24]([O:28][CH2:29][C:30]4[CH:35]=[CH:34][CH:33]=[CH:32][CH:31]=4)[CH:23]=3)[CH:10]2[CH2:11][C:12]2[CH:13]=[CH:14][C:15]([OH:18])=[CH:16][CH:17]=2)[CH:5]=[CH:6][C:7]=1[Cl:8], predict the reactants needed to synthesize it. The reactants are: [Cl:1][C:2]1[CH:3]=[C:4]([N:9]([CH2:20][CH2:21][C:22]2[CH:27]=[CH:26][CH:25]=[C:24]([O:28][CH2:29][C:30]3[CH:35]=[CH:34][CH:33]=[CH:32][CH:31]=3)[CH:23]=2)[C:10](=O)[CH2:11][C:12]2[CH:17]=[CH:16][C:15]([OH:18])=[CH:14][CH:13]=2)[CH:5]=[CH:6][C:7]=1[Cl:8].P(Cl)(Cl)(Cl)=O.[BH4-].[Na+]. (3) Given the product [ClH:6].[N:7]12[CH2:14][CH2:13][CH:10]([CH2:11][CH2:12]1)[C@@H:9]([NH:15][C:16]([C:18]1[S:19][C:20]3[C:26]([C:31]4[CH:32]=[CH:33][CH:34]=[CH:35][C:30]=4[O:29][CH3:28])=[CH:25][CH:24]=[CH:23][C:21]=3[CH:22]=1)=[O:17])[CH2:8]2, predict the reactants needed to synthesize it. The reactants are: [Na].C(=O)([O-])[O-].[ClH:6].[N:7]12[CH2:14][CH2:13][CH:10]([CH2:11][CH2:12]1)[C@@H:9]([NH:15][C:16]([C:18]1[S:19][C:20]3[C:26](Br)=[CH:25][CH:24]=[CH:23][C:21]=3[CH:22]=1)=[O:17])[CH2:8]2.[CH3:28][O:29][C:30]1[CH:35]=[CH:34][CH:33]=[CH:32][C:31]=1B(O)O. (4) The reactants are: [C:1]([C:3]1[CH:17]=[C:16](I)[C:6]2[N:7]([C:10]3[CH:15]=[CH:14][CH:13]=[CH:12][CH:11]=3)[CH:8]=[N:9][C:5]=2[CH:4]=1)#[N:2].[N+:19]([C:22]1[CH:23]=[C:24](B(O)O)[CH:25]=[CH:26][CH:27]=1)([O-:21])=[O:20].C(=O)([O-])[O-].[K+].[K+].C(NC1C=C(C2C3N(C4C=CC=CC=4)C=NC=3C=C(C#N)C=2)C=CC=1)(=O)C. Given the product [C:1]([C:3]1[CH:17]=[C:16]([C:26]2[CH:25]=[CH:24][CH:23]=[C:22]([N+:19]([O-:21])=[O:20])[CH:27]=2)[C:6]2[N:7]([C:10]3[CH:15]=[CH:14][CH:13]=[CH:12][CH:11]=3)[CH:8]=[N:9][C:5]=2[CH:4]=1)#[N:2], predict the reactants needed to synthesize it.